This data is from Catalyst prediction with 721,799 reactions and 888 catalyst types from USPTO. The task is: Predict which catalyst facilitates the given reaction. (1) Reactant: [OH:1][CH:2]([C:6]1[CH:7]=[C:8]2[C:16](=[CH:17][CH:18]=1)[C:15]1[S:14][C:13]([C:19]3[O:23][N:22]=[C:21]([C:24]4[CH:29]=[CH:28][CH:27]=[CH:26][CH:25]=4)[C:20]=3[C:30]([F:33])([F:32])[F:31])=[N:12][C:11]=1[CH2:10][CH2:9]2)[C:3]([OH:5])=O.C[N:35]1CC[O:38][CH2:37][CH2:36]1.NCCO.CN(C(ON1N=NC2C=CC=NC1=2)=[N+](C)C)C.F[P-](F)(F)(F)(F)F.C(O)(C(F)(F)F)=O. Product: [OH:1][CH:2]([C:6]1[CH:7]=[C:8]2[C:16](=[CH:17][CH:18]=1)[C:15]1[S:14][C:13]([C:19]3[O:23][N:22]=[C:21]([C:24]4[CH:29]=[CH:28][CH:27]=[CH:26][CH:25]=4)[C:20]=3[C:30]([F:33])([F:31])[F:32])=[N:12][C:11]=1[CH2:10][CH2:9]2)[C:3]([NH:35][CH2:36][CH2:37][OH:38])=[O:5]. The catalyst class is: 656. (2) Reactant: [C:1]([C:3]1[CH:4]=[N:5][N:6]2[C:11]([C:12]([F:15])([F:14])[F:13])=[CH:10][C:9]([C:16]3[CH:21]=[CH:20][C:19]([C:22]([F:25])([F:24])[F:23])=[CH:18][CH:17]=3)=[N:8][C:7]=12)#[CH:2].[N:26]1[CH:31]=[CH:30][C:29]([NH:32][S:33]([C:36]2[S:37][C:38](Br)=[CH:39][CH:40]=2)(=[O:35])=[O:34])=[CH:28][CH:27]=1.C(O)(C(F)(F)F)=O. The catalyst class is: 4. Product: [N:26]1[CH:31]=[CH:30][C:29]([NH:32][S:33]([C:36]2[S:37][C:38]([C:2]#[C:1][C:3]3[CH:4]=[N:5][N:6]4[C:11]([C:12]([F:14])([F:13])[F:15])=[CH:10][C:9]([C:16]5[CH:21]=[CH:20][C:19]([C:22]([F:25])([F:24])[F:23])=[CH:18][CH:17]=5)=[N:8][C:7]=34)=[CH:39][CH:40]=2)(=[O:34])=[O:35])=[CH:28][CH:27]=1. (3) Reactant: [F:1][C:2]1[CH:3]=[C:4]([CH:14]=[CH:15][C:16]=1[C:17]#[C:18][Si](C)(C)C)[CH2:5][N:6]1[CH2:9][CH:8]([C:10]([O:12][CH3:13])=[O:11])[CH2:7]1.[F-].[Cs+].CN(C=O)C. Product: [C:17]([C:16]1[CH:15]=[CH:14][C:4]([CH2:5][N:6]2[CH2:9][CH:8]([C:10]([O:12][CH3:13])=[O:11])[CH2:7]2)=[CH:3][C:2]=1[F:1])#[CH:18]. The catalyst class is: 5. (4) Reactant: Cl[C:2]1[CH:7]=[CH:6][N:5]=[CH:4][C:3]=1[N+:8]([O-:10])=[O:9].[OH:11][C@H:12]1[CH2:17][CH2:16][CH2:15][NH:14][CH2:13]1.C(N(CC)CC)C. Product: [N+:8]([C:3]1[CH:4]=[N:5][CH:6]=[CH:7][C:2]=1[N:14]1[CH2:15][CH2:16][CH2:17][C@H:12]([OH:11])[CH2:13]1)([O-:10])=[O:9]. The catalyst class is: 3. (5) Reactant: [CH3:1][O:2][C:3]([C:5]1[CH:10]=[C:9](Cl)[N:8]=[C:7]([C:12]2[CH:17]=[CH:16][N:15]=[C:14]([NH:18][CH:19]3[CH2:24][CH2:23][CH2:22][CH2:21][CH2:20]3)[CH:13]=2)[CH:6]=1)=[O:4].[C:25]([O:29][C:30]([N:32]1[CH2:36][CH2:35][C@@H:34]([NH2:37])[CH2:33]1)=[O:31])([CH3:28])([CH3:27])[CH3:26].C1C=CC(P(C2C(C3C(P(C4C=CC=CC=4)C4C=CC=CC=4)=CC=C4C=3C=CC=C4)=C3C(C=CC=C3)=CC=2)C2C=CC=CC=2)=CC=1.C([O-])([O-])=O.[Cs+].[Cs+]. Product: [CH3:1][O:2][C:3]([C:5]1[CH:10]=[C:9]([NH:37][C@@H:34]2[CH2:35][CH2:36][N:32]([C:30]([O:29][C:25]([CH3:28])([CH3:27])[CH3:26])=[O:31])[CH2:33]2)[N:8]=[C:7]([C:12]2[CH:17]=[CH:16][N:15]=[C:14]([NH:18][CH:19]3[CH2:24][CH2:23][CH2:22][CH2:21][CH2:20]3)[CH:13]=2)[CH:6]=1)=[O:4]. The catalyst class is: 222.